This data is from Full USPTO retrosynthesis dataset with 1.9M reactions from patents (1976-2016). The task is: Predict the reactants needed to synthesize the given product. Given the product [CH3:36][C:25]1[CH:24]=[C:23]([CH2:22][N:4]([CH2:1][CH2:2][CH3:3])[C:5]2[CH:6]=[C:7]([C:11]3[CH:16]=[CH:15][C:14]([C:17]([F:18])([F:19])[F:20])=[CH:13][CH:12]=3)[CH:8]=[CH:9][CH:10]=2)[CH:35]=[CH:34][C:26]=1[O:27][CH2:28][C:29]([O:31][CH2:32][CH3:33])=[O:30], predict the reactants needed to synthesize it. The reactants are: [CH2:1]([NH:4][C:5]1[CH:6]=[C:7]([C:11]2[CH:16]=[CH:15][C:14]([C:17]([F:20])([F:19])[F:18])=[CH:13][CH:12]=2)[CH:8]=[CH:9][CH:10]=1)[CH2:2][CH3:3].Br[CH2:22][C:23]1[CH:35]=[CH:34][C:26]([O:27][CH2:28][C:29]([O:31][CH2:32][CH3:33])=[O:30])=[C:25]([CH3:36])[CH:24]=1.C(N(CC)C(C)C)(C)C.